This data is from Reaction yield outcomes from USPTO patents with 853,638 reactions. The task is: Predict the reaction yield, written as a fraction of the theoretical maximum amount of product (1.0 means a 100% yield; for example, 0.34 means a 34% yield). (1) The reactants are [CH3:1][C:2]1[CH:7]=[CH:6][N:5]=[CH:4][C:3]=1[N:8]1[CH2:12][CH2:11][NH:10][C:9]1=[O:13].Br[C:15]1[CH:16]=[C:17]2[C:21](=[CH:22][CH:23]=1)[N:20]([CH3:24])[N:19]=[CH:18]2.N[C@@H]1CCCC[C@H]1N.P([O-])([O-])([O-])=O.[K+].[K+].[K+]. The catalyst is [Cu](I)I.O1CCOCC1. The product is [CH3:24][N:20]1[C:21]2[C:17](=[CH:16][C:15]([N:10]3[CH2:11][CH2:12][N:8]([C:3]4[CH:4]=[N:5][CH:6]=[CH:7][C:2]=4[CH3:1])[C:9]3=[O:13])=[CH:23][CH:22]=2)[CH:18]=[N:19]1. The yield is 0.329. (2) The reactants are [CH3:1][C:2]1[N:6]2[C:7]3[CH:8]=[CH:9][C:10]([Cl:23])=[CH:11][C:12]=3[C:13]([C:16]3[CH:17]=[CH:18][CH:19]=[CH:20][C:21]=3[F:22])=[N:14][CH2:15][C:5]2=[CH:4][N:3]=1.[C:24]([OH:31])(=[O:30])/[CH:25]=[CH:26]\[C:27]([OH:29])=[O:28]. The catalyst is C(O)C. The product is [C:24]([OH:31])(=[O:30])/[CH:25]=[CH:26]\[C:27]([OH:29])=[O:28].[Cl:23][C:10]1[CH:9]=[CH:8][C:7]2[N:6]3[C:2]([CH3:1])=[N:3][CH:4]=[C:5]3[CH2:15][N:14]=[C:13]([C:16]3[CH:17]=[CH:18][CH:19]=[CH:20][C:21]=3[F:22])[C:12]=2[CH:11]=1. The yield is 0.945. (3) The reactants are [Br:1][C:2]1[CH:3]=[C:4]([C:8]2[O:9][C:10]([CH3:17])=[C:11]([CH2:13][C:14](O)=[O:15])[N:12]=2)[CH:5]=[CH:6][CH:7]=1. The catalyst is C1COCC1. The product is [Br:1][C:2]1[CH:3]=[C:4]([C:8]2[O:9][C:10]([CH3:17])=[C:11]([CH2:13][CH2:14][OH:15])[N:12]=2)[CH:5]=[CH:6][CH:7]=1. The yield is 0.720. (4) The reactants are Cl.Cl.[C:3]1([CH2:9][N:10]2[CH2:15][CH2:14][CH:13]([NH:16][CH2:17][CH3:18])[CH2:12][CH2:11]2)[CH:8]=[CH:7][CH:6]=[CH:5][CH:4]=1.C(N(CC)C(C)C)(C)C.[CH3:28][S:29]([C:32]1[CH:37]=[CH:36][C:35]([CH2:38][C:39]([OH:41])=O)=[CH:34][CH:33]=1)(=[O:31])=[O:30].C1(N=C=NC2CCCCC2)CCCCC1. The catalyst is C(Cl)Cl.CN(C)C1C=CN=CC=1. The product is [C:3]1([CH2:9][N:10]2[CH2:15][CH2:14][CH:13]([N:16]([CH2:17][CH3:18])[C:39](=[O:41])[CH2:38][C:35]3[CH:34]=[CH:33][C:32]([S:29]([CH3:28])(=[O:30])=[O:31])=[CH:37][CH:36]=3)[CH2:12][CH2:11]2)[CH:4]=[CH:5][CH:6]=[CH:7][CH:8]=1. The yield is 0.760. (5) The reactants are [Cl:1][C:2]1[CH:23]=[CH:22][CH:21]=[C:20]([Cl:24])[C:3]=1[CH2:4][N:5]1[CH2:9][C:8](=[O:10])[N:7]([CH2:11][C:12]2[CH:17]=[CH:16][CH:15]=[CH:14][C:13]=2[CH3:18])[C:6]1=[O:19].[CH3:25][Mg]Br.[Cl-].[NH4+]. The catalyst is O1CCCC1. The product is [Cl:24][C:20]1[CH:21]=[CH:22][CH:23]=[C:2]([Cl:1])[C:3]=1[CH2:4][N:5]1[CH2:9][C:8]([OH:10])([CH3:25])[N:7]([CH2:11][C:12]2[CH:17]=[CH:16][CH:15]=[CH:14][C:13]=2[CH3:18])[C:6]1=[O:19]. The yield is 0.860. (6) The reactants are C(OC([N:8]1[CH2:13][CH2:12][C:11](=[CH:14][C:15]2[CH:20]=[CH:19][CH:18]=[CH:17][C:16]=2[Br:21])[CH2:10][CH2:9]1)=O)(C)(C)C.[H][H]. The catalyst is C(OCC)(=O)C.C(O)C.O=[Pt]=O. The product is [Br:21][C:16]1[CH:17]=[CH:18][CH:19]=[CH:20][C:15]=1[CH2:14][CH:11]1[CH2:10][CH2:9][NH:8][CH2:13][CH2:12]1. The yield is 0.866. (7) The reactants are [CH3:1][O:2][C:3](=[O:12])[CH2:4][C:5]1[CH:10]=[CH:9][C:8]([SH:11])=[CH:7][CH:6]=1.[CH3:13][O:14][CH2:15]Cl. The catalyst is C(#N)C.N1C=CC=CC=1. The product is [CH3:1][O:2][C:3](=[O:12])[CH2:4][C:5]1[CH:10]=[CH:9][C:8]([S:11][CH2:13][O:14][CH3:15])=[CH:7][CH:6]=1. The yield is 0.776. (8) The reactants are [CH2:1]1[CH:5]2[C@@H:6]3C=C[C@H]([CH:4]2C=[CH:2]1)C3.[CH2:11]([O:15][C:16](=[O:19])[CH:17]=[CH2:18])[CH2:12][CH2:13][CH3:14].C1(C=CC(O)=CC=1)O. No catalyst specified. The product is [CH2:11]([O:15][C:16]([CH:17]1[CH2:4][CH:5]2[CH2:6][CH:18]1[CH:2]=[CH:1]2)=[O:19])[CH2:12][CH2:13][CH3:14]. The yield is 0.780. (9) The product is [NH2:23][C@H:20]1[CH2:21][CH2:22][C@H:17]([NH:16][C:15]2[C:14]3[C:9](=[CH:10][CH:11]=[C:12]([C:31]4[CH:32]=[C:33]([Cl:39])[C:34]([OH:38])=[C:35]([Cl:37])[CH:36]=4)[CH:13]=3)[N:8]=[CH:7][C:6]=2[C:1](=[O:5])[CH2:2][CH2:3][CH3:4])[CH2:18][CH2:19]1. The reactants are [C:1]([C:6]1[CH:7]=[N:8][C:9]2[C:14]([C:15]=1[NH:16][C@H:17]1[CH2:22][CH2:21][C@H:20]([NH:23]C(=O)OC(C)(C)C)[CH2:19][CH2:18]1)=[CH:13][C:12]([C:31]1[CH:36]=[C:35]([Cl:37])[C:34]([OH:38])=[C:33]([Cl:39])[CH:32]=1)=[CH:11][CH:10]=2)(=[O:5])[CH2:2][CH2:3][CH3:4].O.Cl. The yield is 0.130. The catalyst is C1COCC1.